From a dataset of Full USPTO retrosynthesis dataset with 1.9M reactions from patents (1976-2016). Predict the reactants needed to synthesize the given product. (1) Given the product [N:33]1[CH:34]=[CH:35][C:30]([C:5]2[C:4]3[C:8](=[CH:9][CH:10]=[C:2]([N:36]4[CH:40]=[CH:39][C:38]([CH:41]5[CH2:46][CH2:45][CH2:44][N:43]([C:47]([O:49][C:50]([CH3:53])([CH3:52])[CH3:51])=[O:48])[CH2:42]5)=[N:37]4)[CH:3]=3)[N:7]([C:11]([C:18]3[CH:19]=[CH:20][CH:21]=[CH:22][CH:23]=3)([C:12]3[CH:13]=[CH:14][CH:15]=[CH:16][CH:17]=3)[C:24]3[CH:29]=[CH:28][CH:27]=[CH:26][CH:25]=3)[N:6]=2)=[CH:31][CH:32]=1, predict the reactants needed to synthesize it. The reactants are: I[C:2]1[CH:3]=[C:4]2[C:8](=[CH:9][CH:10]=1)[N:7]([C:11]([C:24]1[CH:29]=[CH:28][CH:27]=[CH:26][CH:25]=1)([C:18]1[CH:23]=[CH:22][CH:21]=[CH:20][CH:19]=1)[C:12]1[CH:17]=[CH:16][CH:15]=[CH:14][CH:13]=1)[N:6]=[C:5]2[C:30]1[CH:35]=[CH:34][N:33]=[CH:32][CH:31]=1.[NH:36]1[CH:40]=[CH:39][C:38]([CH:41]2[CH2:46][CH2:45][CH2:44][N:43]([C:47]([O:49][C:50]([CH3:53])([CH3:52])[CH3:51])=[O:48])[CH2:42]2)=[N:37]1.CN(C)[C@@H]1CCCC[C@H]1N.C([O-])([O-])=O.[K+].[K+]. (2) Given the product [OH:8][C:9]1[CH:14]=[CH:13][C:12]([C:15]2[O:19][C:18]([O:20][CH3:21])=[N:17][C:16]=2[C:22]2[CH:27]=[CH:26][C:25]([O:28][CH3:29])=[CH:24][CH:23]=2)=[CH:11][CH:10]=1, predict the reactants needed to synthesize it. The reactants are: C([O:8][C:9]1[CH:14]=[CH:13][C:12]([C:15]2[O:19][C:18]([O:20][CH3:21])=[N:17][C:16]=2[C:22]2[CH:27]=[CH:26][C:25]([O:28][CH3:29])=[CH:24][CH:23]=2)=[CH:11][CH:10]=1)C1C=CC=CC=1. (3) Given the product [ClH:32].[ClH:32].[ClH:32].[S:28]1[C:27]2=[C:22]([N:19]3[CH2:20][CH2:21][N:16]([CH2:15][CH2:14][C@H:11]4[CH2:12][CH2:13][C@H:8]([NH2:7])[CH2:9][CH2:10]4)[CH2:17][CH2:18]3)[N:23]=[CH:24][CH:25]=[C:26]2[CH:30]=[CH:29]1, predict the reactants needed to synthesize it. The reactants are: C(OC(=O)[NH:7][C@H:8]1[CH2:13][CH2:12][C@H:11]([CH2:14][CH2:15][N:16]2[CH2:21][CH2:20][N:19]([C:22]3[N:23]=[CH:24][CH:25]=[C:26]4[CH:30]=[CH:29][S:28][C:27]=34)[CH2:18][CH2:17]2)[CH2:10][CH2:9]1)(C)(C)C.[ClH:32].CCOCC. (4) Given the product [CH3:24][O:25][CH2:26][CH2:27][O:28][C:2]1[N:3]2[N:14]=[CH:13][C:12]([C:15]#[N:16])=[C:4]2[N:5]=[C:6]2[C:11]=1[CH2:10][CH2:9][CH2:8][CH2:7]2, predict the reactants needed to synthesize it. The reactants are: Cl[C:2]1[N:3]2[N:14]=[CH:13][C:12]([C:15]#[N:16])=[C:4]2[N:5]=[C:6]2[C:11]=1[CH2:10][CH2:9][CH2:8][CH2:7]2.CCN(CC)CC.[CH3:24][O:25][CH2:26][CH2:27][OH:28]. (5) Given the product [CH2:48]([C:50]1[CH:55]=[CH:54][CH:53]=[C:52]([CH2:56][CH3:57])[C:51]=1[NH:58][C:59]([NH:38][C:35]1[CH:36]=[C:37]2[C:32](=[CH:33][CH:34]=1)[NH:31][N:30]=[C:29]2[C:26]1[CH:27]=[CH:28][C:23]([O:22][CH:19]2[CH2:18][CH2:17][N:16]([CH3:15])[CH2:21][CH2:20]2)=[CH:24][CH:25]=1)=[O:60])[CH3:49], predict the reactants needed to synthesize it. The reactants are: FC(F)(F)C(O)=O.FC(F)(F)C(O)=O.[CH3:15][N:16]1[CH2:21][CH2:20][CH:19]([O:22][C:23]2[CH:28]=[CH:27][C:26]([C:29]3[C:37]4[C:32](=[CH:33][CH:34]=[C:35]([NH2:38])[CH:36]=4)[NH:31][N:30]=3)=[CH:25][CH:24]=2)[CH2:18][CH2:17]1.CCN(C(C)C)C(C)C.[CH2:48]([C:50]1[CH:55]=[CH:54][CH:53]=[C:52]([CH2:56][CH3:57])[C:51]=1[N:58]=[C:59]=[O:60])[CH3:49].C[O-].[Na+]. (6) Given the product [C:1]([C:5]1([C:11]([NH:21][CH:18]2[CH2:20][CH2:19]2)=[O:13])[CH2:6][CH2:7][CH2:8][CH2:9][CH2:10]1)([CH3:2])([CH3:3])[CH3:4], predict the reactants needed to synthesize it. The reactants are: [C:1]([C:5]1([C:11]([OH:13])=O)[CH2:10][CH2:9][CH2:8][CH2:7][CH2:6]1)([CH3:4])([CH3:3])[CH3:2].S(Cl)(Cl)=O.[CH:18]1([NH2:21])[CH2:20][CH2:19]1.C(N(CC)CC)C. (7) The reactants are: C([O:8][C:9]1[CH:18]=[C:17]2[C:12]([C:13]([O:19][C:20]3[CH:25]=[CH:24][C:23]([NH:26][C:27](=[O:33])[O:28][C:29]([CH3:32])([CH3:31])[CH3:30])=[CH:22][C:21]=3[F:34])=[CH:14][CH:15]=[N:16]2)=[CH:11][C:10]=1[O:35][CH3:36])C1C=CC=CC=1. Given the product [F:34][C:21]1[CH:22]=[C:23]([NH:26][C:27](=[O:33])[O:28][C:29]([CH3:31])([CH3:30])[CH3:32])[CH:24]=[CH:25][C:20]=1[O:19][C:13]1[C:12]2[C:17](=[CH:18][C:9]([OH:8])=[C:10]([O:35][CH3:36])[CH:11]=2)[N:16]=[CH:15][CH:14]=1, predict the reactants needed to synthesize it.